This data is from NCI-60 drug combinations with 297,098 pairs across 59 cell lines. The task is: Regression. Given two drug SMILES strings and cell line genomic features, predict the synergy score measuring deviation from expected non-interaction effect. (1) Drug 1: CC12CCC3C(C1CCC2=O)CC(=C)C4=CC(=O)C=CC34C. Drug 2: CCC1=C2CN3C(=CC4=C(C3=O)COC(=O)C4(CC)O)C2=NC5=C1C=C(C=C5)O. Cell line: HOP-62. Synergy scores: CSS=59.6, Synergy_ZIP=-1.46, Synergy_Bliss=0.0215, Synergy_Loewe=-19.9, Synergy_HSA=1.43. (2) Drug 1: CN(CC1=CN=C2C(=N1)C(=NC(=N2)N)N)C3=CC=C(C=C3)C(=O)NC(CCC(=O)O)C(=O)O. Drug 2: COC1=NC(=NC2=C1N=CN2C3C(C(C(O3)CO)O)O)N. Cell line: HL-60(TB). Synergy scores: CSS=36.8, Synergy_ZIP=-1.34, Synergy_Bliss=-5.02, Synergy_Loewe=-16.5, Synergy_HSA=-9.29.